Dataset: Forward reaction prediction with 1.9M reactions from USPTO patents (1976-2016). Task: Predict the product of the given reaction. (1) Given the reactants [Br:1][C:2]1[CH:29]=[CH:28][C:5]([CH2:6][N:7]2[CH2:11][CH2:10][C:9]3([CH2:16][CH2:15][N:14]([CH2:17][CH2:18][C:19](=[O:26])[C:20]4[CH:25]=[CH:24][CH:23]=[CH:22][CH:21]=4)[CH2:13][CH2:12]3)[C:8]2=[O:27])=[CH:4][CH:3]=1.[CH3:30][O:31][C:32]1[CH:37]=[CH:36][CH:35]=[CH:34][C:33]=1[Mg]Br.O, predict the reaction product. The product is: [Br:1][C:2]1[CH:3]=[CH:4][C:5]([CH2:6][N:7]2[CH2:11][CH2:10][C:9]3([CH2:16][CH2:15][N:14]([CH2:17][CH2:18][C:19]([OH:26])([C:33]4[CH:34]=[CH:35][CH:36]=[CH:37][C:32]=4[O:31][CH3:30])[C:20]4[CH:21]=[CH:22][CH:23]=[CH:24][CH:25]=4)[CH2:13][CH2:12]3)[C:8]2=[O:27])=[CH:28][CH:29]=1. (2) Given the reactants C([C@H]1CN(C2COC2)CCN1C1C=CC(NC2C(=O)N(C)C=C(C3C=CN=C(N4CCN5C6CCCCC=6C=C5C4=O)C=3CO)C=2)=NC=1)C.C([O:53][CH2:54][C:55]1[C:56]([N:79]2[CH2:91][CH2:90][N:82]3[C:83]4[CH2:84][CH2:85][CH2:86][CH2:87][C:88]=4[CH:89]=[C:81]3[C:80]2=[O:92])=[N:57][CH:58]=[CH:59][C:60]=1[C:61]1[CH:66]=[C:65]([NH:67][C:68]2[CH:76]=[C:71]3[CH2:72][O:73][CH2:74][CH2:75][N:70]3[N:69]=2)[C:64](=[O:77])[N:63]([CH3:78])[N:62]=1)(=O)C.[OH-].[Li+], predict the reaction product. The product is: [N:69]1[N:70]2[C:71]([CH2:72][O:73][CH2:74][CH2:75]2)=[CH:76][C:68]=1[NH:67][C:65]1[C:64](=[O:77])[N:63]([CH3:78])[N:62]=[C:61]([C:60]2[CH:59]=[CH:58][N:57]=[C:56]([N:79]3[CH2:91][CH2:90][N:82]4[C:83]5[CH2:84][CH2:85][CH2:86][CH2:87][C:88]=5[CH:89]=[C:81]4[C:80]3=[O:92])[C:55]=2[CH2:54][OH:53])[CH:66]=1. (3) Given the reactants S(=O)(=O)(O)[O-].[K+].[C:7]([O:11][C:12]([NH:14][C@@H:15]([C:19]1[CH:24]=[CH:23][C:22]([Cl:25])=[CH:21][CH:20]=1)[C:16]([O-:18])=[O:17])=[O:13])([CH3:10])([CH3:9])[CH3:8].[CH:26]1([NH2+]C2CCCCC2)CCCCC1.C[Si](C=[N+]=[N-])(C)C.CCCCCC, predict the reaction product. The product is: [CH3:26][O:17][C:16](=[O:18])[C@@H:15]([NH:14][C:12]([O:11][C:7]([CH3:10])([CH3:8])[CH3:9])=[O:13])[C:19]1[CH:24]=[CH:23][C:22]([Cl:25])=[CH:21][CH:20]=1. (4) Given the reactants [CH2:1]([C:3]1([NH:26]C(=O)OC(C)(C)C)[CH2:8][CH2:7][CH:6]([O:9][C:10]2[N:11]=[CH:12][N:13]=[C:14]3[C:21]=2[C:20]2[C@@H:19]([CH2:22][C@H:23]([OH:25])[CH3:24])[CH2:18][CH2:17][C:16]=2[S:15]3)[CH2:5][CH2:4]1)[CH3:2].[ClH:34], predict the reaction product. The product is: [ClH:34].[NH2:26][C:3]1([CH2:1][CH3:2])[CH2:8][CH2:7][CH:6]([O:9][C:10]2[N:11]=[CH:12][N:13]=[C:14]3[C:21]=2[C:20]2[C@@H:19]([CH2:22][C@H:23]([OH:25])[CH3:24])[CH2:18][CH2:17][C:16]=2[S:15]3)[CH2:5][CH2:4]1. (5) Given the reactants CO[C:3](=[O:21])[C:4]1[CH:9]=[C:8]([C:10]2[CH:11]=[N:12][CH:13]=[N:14][CH:15]=2)[C:7]([C:16]([F:19])([F:18])[F:17])=[CH:6][C:5]=1[NH2:20].ClC([O:25][C:26]1C=CC(Cl)=CC=1)=O.[CH3:33][S:34]([NH:37][NH2:38])(=[O:36])=[O:35].CCN(C(C)C)C(C)C, predict the reaction product. The product is: [O:25]=[C:26]1[N:38]([NH:37][S:34]([CH3:33])(=[O:36])=[O:35])[C:3](=[O:21])[C:4]2[C:5](=[CH:6][C:7]([C:16]([F:18])([F:19])[F:17])=[C:8]([C:10]3[CH:11]=[N:12][CH:13]=[N:14][CH:15]=3)[CH:9]=2)[NH:20]1. (6) Given the reactants Cl.Cl.Cl.[O:4]1[C:8]2=[C:9]([N:13]3[CH2:18][CH2:17][N:16]([CH2:19][CH2:20][C@H:21]4[CH2:26][CH2:25][C@H:24]([NH2:27])[CH2:23][CH2:22]4)[CH2:15][CH2:14]3)[N:10]=[CH:11][CH:12]=[C:7]2[CH2:6][CH2:5]1.[OH:28][C:29]1([C:33](O)=[O:34])[CH2:32][CH2:31][CH2:30]1, predict the reaction product. The product is: [O:4]1[C:8]2=[C:9]([N:13]3[CH2:18][CH2:17][N:16]([CH2:19][CH2:20][C@H:21]4[CH2:26][CH2:25][C@H:24]([NH:27][C:33]([C:29]5([OH:28])[CH2:32][CH2:31][CH2:30]5)=[O:34])[CH2:23][CH2:22]4)[CH2:15][CH2:14]3)[N:10]=[CH:11][CH:12]=[C:7]2[CH2:6][CH2:5]1. (7) Given the reactants [CH3:1][C:2]1[CH:7]=[CH:6][C:5]([CH3:8])=[CH:4][C:3]=1[NH:9][C:10]1[N:15]2[N:16]=[CH:17][C:18]([C:19](O)=[O:20])=[C:14]2[N:13]=[CH:12][C:11]=1[C:22]([N:24]1[CH2:29][CH:28]=[C:27]([C:30]2[CH:35]=[CH:34][C:33]([F:36])=[CH:32][CH:31]=2)[CH2:26][CH2:25]1)=[O:23].[CH2:37]([S:39]([NH2:42])(=[O:41])=[O:40])[CH3:38], predict the reaction product. The product is: [CH3:1][C:2]1[CH:7]=[CH:6][C:5]([CH3:8])=[CH:4][C:3]=1[NH:9][C:10]1[N:15]2[N:16]=[CH:17][C:18]([C:19]([NH:42][S:39]([CH2:37][CH3:38])(=[O:41])=[O:40])=[O:20])=[C:14]2[N:13]=[CH:12][C:11]=1[C:22]([N:24]1[CH2:25][CH:26]=[C:27]([C:30]2[CH:31]=[CH:32][C:33]([F:36])=[CH:34][CH:35]=2)[CH2:28][CH2:29]1)=[O:23].